This data is from Forward reaction prediction with 1.9M reactions from USPTO patents (1976-2016). The task is: Predict the product of the given reaction. The product is: [S:24](=[O:26])(=[O:25])([OH:28])[OH:27].[N:9]1([C:4]2[CH:5]=[CH:6][CH:7]=[CH:8][C:3]=2[C:1]([OH:22])=[O:21])[CH2:14][CH2:13][NH:12][CH2:11][CH2:10]1. Given the reactants [C:1]([C:3]1[CH:8]=[CH:7][CH:6]=[CH:5][C:4]=1[N:9]1[CH2:14][CH2:13][NH:12][CH2:11][CH2:10]1)#N.N1CCNCC1.[OH2:21].[OH-:22].[NH4+].[S:24](=[O:28])(=[O:27])([OH:26])[OH:25], predict the reaction product.